From a dataset of CYP2C19 inhibition data for predicting drug metabolism from PubChem BioAssay. Regression/Classification. Given a drug SMILES string, predict its absorption, distribution, metabolism, or excretion properties. Task type varies by dataset: regression for continuous measurements (e.g., permeability, clearance, half-life) or binary classification for categorical outcomes (e.g., BBB penetration, CYP inhibition). Dataset: cyp2c19_veith. (1) The compound is COc1ccc(C(=O)N2CCC3(CCN(Cc4nccs4)CC3)CC2)cc1. The result is 0 (non-inhibitor). (2) The drug is O=C(CSC1=NCCN1)Nc1ccccc1. The result is 0 (non-inhibitor). (3) The molecule is COc1ccccc1NC(=O)CN1CCN(c2ccccc2F)CC1. The result is 1 (inhibitor). (4) The compound is CC(C)Oc1cc(-n2c(=S)[nH]c3ccccc3c2=O)c(Cl)cc1Cl. The result is 1 (inhibitor). (5) The compound is CSc1nc2n(n1)C(c1cccc(F)c1)C(C(=O)Nc1ccc(C)cc1C)=C(C)N2. The result is 0 (non-inhibitor).